Task: Predict the reactants needed to synthesize the given product.. Dataset: Retrosynthesis with 50K atom-mapped reactions and 10 reaction types from USPTO (1) Given the product O=C1N[C@@H](c2ccc(F)c(F)c2)[C@H](COC2CCCCO2)O1, predict the reactants needed to synthesize it. The reactants are: C1=COCCC1.O=C1N[C@@H](c2ccc(F)c(F)c2)[C@H](CO)O1. (2) Given the product O=C(CCCl)N1CCc2ccccc2C1, predict the reactants needed to synthesize it. The reactants are: O=C(Cl)CCCl.c1ccc2c(c1)CCNC2. (3) Given the product NC(=O)c1ccc2cncc(-c3ccccc3Cl)c2n1, predict the reactants needed to synthesize it. The reactants are: NC(=O)c1ccc2cncc(Br)c2n1.OB(O)c1ccccc1Cl. (4) Given the product Cc1c(I)ccc(F)c1CO, predict the reactants needed to synthesize it. The reactants are: COC(=O)c1c(F)ccc(I)c1C. (5) The reactants are: Cc1c(C(=O)c2ccccc2)c(NC(=O)CI)cn1C.NO. Given the product Cc1c(C(=O)c2ccccc2)c(NC(=O)CNO)cn1C, predict the reactants needed to synthesize it.